Dataset: Catalyst prediction with 721,799 reactions and 888 catalyst types from USPTO. Task: Predict which catalyst facilitates the given reaction. (1) Reactant: [O:1]=[C:2]1[C:6]2[C:7]([NH:26][C:27]3[CH:28]=[C:29]([CH3:33])[CH:30]=[CH:31][CH:32]=3)=[N:8][C:9]([NH:11][C@@H:12]3[CH2:17][CH2:16][CH2:15][CH2:14][C@@H:13]3[NH:18][C:19](=[O:25])[O:20][C:21]([CH3:24])([CH3:23])[CH3:22])=[CH:10][C:5]=2[CH2:4][NH:3]1.[I:34]N1C(=O)CCC1=O. Product: [I:34][C:10]1[C:5]2[CH2:4][NH:3][C:2](=[O:1])[C:6]=2[C:7]([NH:26][C:27]2[CH:28]=[C:29]([CH3:33])[CH:30]=[CH:31][CH:32]=2)=[N:8][C:9]=1[NH:11][C@@H:12]1[CH2:17][CH2:16][CH2:15][CH2:14][C@@H:13]1[NH:18][C:19](=[O:25])[O:20][C:21]([CH3:24])([CH3:23])[CH3:22]. The catalyst class is: 2. (2) Reactant: OCC1N(C)N=CC=1NC1N=CN=C(C2C=CC=C(C=2)C#N)N=1.[F:24][C@H:25]1[C@@H:30]([O:31][C:32]2[CH:39]=[CH:38][C:37]([C:40]3[N:45]=[C:44]([NH:46][C:47]4[CH:48]=[N:49][N:50]([CH3:54])[C:51]=4[CH2:52][OH:53])[N:43]=[CH:42][N:41]=3)=[CH:36][C:33]=2[C:34]#[N:35])[CH2:29][CH2:28][NH:27][CH2:26]1.[C:55](O)(=[O:59])[C@H:56]([CH3:58])[OH:57].C(N(CC)C(C)C)(C)C.CN(C(ON1N=NC2C=CC=NC1=2)=[N+](C)C)C.F[P-](F)(F)(F)(F)F. Product: [F:24][C@H:25]1[C@@H:30]([O:31][C:32]2[CH:39]=[CH:38][C:37]([C:40]3[N:45]=[C:44]([NH:46][C:47]4[CH:48]=[N:49][N:50]([CH3:54])[C:51]=4[CH2:52][OH:53])[N:43]=[CH:42][N:41]=3)=[CH:36][C:33]=2[C:34]#[N:35])[CH2:29][CH2:28][N:27]([C:55](=[O:59])[C@@H:56]([OH:57])[CH3:58])[CH2:26]1. The catalyst class is: 9. (3) Reactant: [CH3:1][O:2][C:3]1[C:11]2[C:6](=[CH:7][CH:8]=[C:9]([N+:12]([O-:14])=[O:13])[CH:10]=2)[NH:5][N:4]=1.I[CH2:16][CH3:17].CN(C=O)C.[H-].[Na+]. Product: [CH2:16]([N:5]1[C:6]2[C:11](=[CH:10][C:9]([N+:12]([O-:14])=[O:13])=[CH:8][CH:7]=2)[C:3]([O:2][CH3:1])=[N:4]1)[CH3:17]. The catalyst class is: 6. (4) Reactant: [OH:1][C:2]1[CH:3]=[C:4]([CH2:8][NH:9][C:10]([C:12]2[CH:13]=[C:14]3[C:19](=[CH:20][CH:21]=2)[N:18]=[CH:17][CH:16]=[CH:15]3)=[O:11])[CH:5]=[CH:6][CH:7]=1.Br[CH2:23][CH:24]=[CH2:25].CN(C=O)C.C(=O)([O-])[O-].[Cs+].[Cs+]. Product: [CH2:25]([O:1][C:2]1[CH:3]=[C:4]([CH2:8][NH:9][C:10]([C:12]2[CH:13]=[C:14]3[C:19](=[CH:20][CH:21]=2)[N:18]=[CH:17][CH:16]=[CH:15]3)=[O:11])[CH:5]=[CH:6][CH:7]=1)[CH:24]=[CH2:23]. The catalyst class is: 6. (5) Reactant: Cl[C:2]1[CH:7]=[N:6][CH:5]=[C:4]([Cl:8])[N:3]=1.[F:9][C:10]1[CH:11]=[C:12]([OH:16])[CH:13]=[CH:14][CH:15]=1.CCOC(C)=O. Product: [Cl:8][C:4]1[CH:5]=[N:6][CH:7]=[C:2]([O:16][C:12]2[CH:13]=[CH:14][CH:15]=[C:10]([F:9])[CH:11]=2)[N:3]=1. The catalyst class is: 244. (6) Reactant: [F:1][C:2]1[CH:7]=[CH:6][CH:5]=[CH:4][C:3]=1[N:8]1[C:16]2[C:11](=[C:12]([N:17]3[CH2:24][CH:23]4[CH:19]([CH2:20][NH:21][CH2:22]4)[C:18]3=[O:25])[CH:13]=[CH:14][CH:15]=2)[CH:10]=[N:9]1.[H-].[Na+].Cl[CH2:29][C:30]1[O:31][CH:32]=[CH:33][N:34]=1. The catalyst class is: 7. Product: [F:1][C:2]1[CH:7]=[CH:6][CH:5]=[CH:4][C:3]=1[N:8]1[C:16]2[C:11](=[C:12]([N:17]3[CH2:24][C@@H:23]4[C@H:19]([CH2:20][N:21]([CH2:29][C:30]5[O:31][CH:32]=[CH:33][N:34]=5)[CH2:22]4)[C:18]3=[O:25])[CH:13]=[CH:14][CH:15]=2)[CH:10]=[N:9]1. (7) Reactant: C(OC([N:8]1[C:12]([C:13]2[CH:14]=[CH:15][C:16]3[C:20]([CH:21]=2)=[N:19][N:18]2[CH:22]=[C:23]([C:44]4[CH:49]=[CH:48][CH:47]=[CH:46][CH:45]=4)[C:24]([C:26]4[CH:31]=[CH:30][C:29]([C:32]5([NH:36]C(OC(C)(C)C)=O)[CH2:35][CH2:34][CH2:33]5)=[CH:28][CH:27]=4)=[N:25][C:17]=32)=[CH:11][CH:10]=[N:9]1)=O)(C)(C)C. Product: [C:44]1([C:23]2[C:24]([C:26]3[CH:27]=[CH:28][C:29]([C:32]4([NH2:36])[CH2:35][CH2:34][CH2:33]4)=[CH:30][CH:31]=3)=[N:25][C:17]3[N:18]([CH:22]=2)[N:19]=[C:20]2[C:16]=3[CH:15]=[CH:14][C:13]([C:12]3[NH:8][N:9]=[CH:10][CH:11]=3)=[CH:21]2)[CH:49]=[CH:48][CH:47]=[CH:46][CH:45]=1. The catalyst class is: 89. (8) Reactant: C[O:2][C:3]([C:5]1[CH:10]=[CH:9][C:8]([NH:11][C:12]2[CH:17]=[CH:16][C:15]([C:18]3[N:22]([CH2:23][CH2:24][CH3:25])[C:21]4[C:26]([Cl:30])=[CH:27][CH:28]=[CH:29][C:20]=4[N:19]=3)=[CH:14][N:13]=2)=[CH:7][N:6]=1)=O.[H-].[H-].[H-].[H-].[Li+].[Al+3].O.[OH-].[Na+]. Product: [Cl:30][C:26]1[C:21]2[N:22]([CH2:23][CH2:24][CH3:25])[C:18]([C:15]3[CH:16]=[CH:17][C:12]([NH:11][C:8]4[CH:9]=[CH:10][C:5]([CH2:3][OH:2])=[N:6][CH:7]=4)=[N:13][CH:14]=3)=[N:19][C:20]=2[CH:29]=[CH:28][CH:27]=1. The catalyst class is: 1. (9) Product: [F:1][C:2]1[CH:7]=[CH:6][C:5]([NH:8][S:9]([CH2:12][CH2:13][CH3:14])(=[O:11])=[O:10])=[CH:4][C:3]=1[CH:15]=[O:16]. Reactant: [F:1][C:2]1[CH:7]=[CH:6][C:5]([NH:8][S:9]([CH2:12][CH2:13][CH3:14])(=[O:11])=[O:10])=[CH:4][C:3]=1[CH2:15][OH:16].CC(OI1(OC(C)=O)(OC(C)=O)OC(=O)C2C=CC=CC1=2)=O.O. The catalyst class is: 7. (10) Reactant: C[Si]([N-][Si](C)(C)C)(C)C.[Na+].[CH3:11][O:12][CH2:13][C:14]([O:16][CH3:17])=[O:15].[C:18]1([C:38]2[CH:43]=[CH:42][CH:41]=[CH:40][CH:39]=2)[CH:23]=[CH:22][C:21]([O:24][CH2:25][CH2:26][CH2:27][O:28][C:29]2[CH:36]=[CH:35][C:32]([CH:33]=[O:34])=[CH:31][C:30]=2[F:37])=[CH:20][CH:19]=1. Product: [CH3:17][O:16][C:14](=[O:15])[CH:13]([O:12][CH3:11])[CH:33]([C:32]1[CH:35]=[CH:36][C:29]([O:28][CH2:27][CH2:26][CH2:25][O:24][C:21]2[CH:22]=[CH:23][C:18]([C:38]3[CH:43]=[CH:42][CH:41]=[CH:40][CH:39]=3)=[CH:19][CH:20]=2)=[C:30]([F:37])[CH:31]=1)[OH:34]. The catalyst class is: 1.